This data is from TCR-epitope binding with 47,182 pairs between 192 epitopes and 23,139 TCRs. The task is: Binary Classification. Given a T-cell receptor sequence (or CDR3 region) and an epitope sequence, predict whether binding occurs between them. The epitope is EILDITPCSF. The TCR CDR3 sequence is CASSFSSGGYEQYF. Result: 0 (the TCR does not bind to the epitope).